This data is from Peptide-MHC class I binding affinity with 185,985 pairs from IEDB/IMGT. The task is: Regression. Given a peptide amino acid sequence and an MHC pseudo amino acid sequence, predict their binding affinity value. This is MHC class I binding data. (1) The peptide sequence is WGKEAVNHF. The binding affinity (normalized) is 0.0847. The MHC is HLA-A02:01 with pseudo-sequence HLA-A02:01. (2) The peptide sequence is ERYFRINSL. The MHC is HLA-A68:01 with pseudo-sequence HLA-A68:01. The binding affinity (normalized) is 0. (3) The peptide sequence is FARSRSGANII. The MHC is Patr-B0101 with pseudo-sequence Patr-B0101. The binding affinity (normalized) is 0.570. (4) The peptide sequence is SVEDVSAFVR. The MHC is HLA-A03:01 with pseudo-sequence HLA-A03:01. The binding affinity (normalized) is 0. (5) The peptide sequence is KTDIVNTTY. The MHC is HLA-B39:01 with pseudo-sequence HLA-B39:01. The binding affinity (normalized) is 0.0847. (6) The peptide sequence is WIKDIMTSTR. The MHC is HLA-A31:01 with pseudo-sequence HLA-A31:01. The binding affinity (normalized) is 0.473.